Task: Predict which catalyst facilitates the given reaction.. Dataset: Catalyst prediction with 721,799 reactions and 888 catalyst types from USPTO (1) Reactant: COC(OC)[N:4]([CH3:6])C.[Cl:9][C:10]1[CH:15]=[CH:14][C:13]([S:16]([N:19]2[C:28]3[C:23](=[CH:24][C:25]([F:29])=[CH:26][CH:27]=3)[C:22](=O)[CH2:21][CH2:20]2)(=[O:18])=[O:17])=[CH:12][CH:11]=1.O.[NH2:32]N. Product: [Cl:9][C:10]1[CH:15]=[CH:14][C:13]([S:16]([N:19]2[C:28]3[CH:27]=[CH:26][C:25]([F:29])=[CH:24][C:23]=3[C:22]3[NH:32][N:4]=[CH:6][C:21]=3[CH2:20]2)(=[O:18])=[O:17])=[CH:12][CH:11]=1. The catalyst class is: 52. (2) Reactant: [CH3:1][C:2]1[CH:7]=[CH:6][C:5]([S:8]([NH:11][C:12](=[O:36])[O:13][CH:14]([CH3:35])[CH2:15][C:16]2[CH:21]=[CH:20][C:19]([N:22]3[C:26]4=[N:27][C:28]([CH3:32])=[CH:29][C:30]([CH3:31])=[C:25]4[N:24]=[C:23]3[CH2:33][CH3:34])=[CH:18][CH:17]=2)(=[O:10])=[O:9])=[CH:4][CH:3]=1.[ClH:37]. Product: [ClH:37].[CH3:1][C:2]1[CH:3]=[CH:4][C:5]([S:8]([NH:11][C:12](=[O:36])[O:13][CH:14]([CH3:35])[CH2:15][C:16]2[CH:17]=[CH:18][C:19]([N:22]3[C:26]4=[N:27][C:28]([CH3:32])=[CH:29][C:30]([CH3:31])=[C:25]4[N:24]=[C:23]3[CH2:33][CH3:34])=[CH:20][CH:21]=2)(=[O:9])=[O:10])=[CH:6][CH:7]=1. The catalyst class is: 5. (3) Reactant: [C:1]([O:5][C:6](=[O:20])[NH:7][CH2:8][CH2:9][C:10]1[CH:19]=[C:18]2[C:13]([CH2:14][CH2:15][CH2:16][NH:17]2)=[CH:12][CH:11]=1)([CH3:4])([CH3:3])[CH3:2].C(=O)([O-])[O-].[Ca+2].[I:26](Cl)(=O)=O.I(Cl)(=O)=O.C([N+](C)(C)C)C1C=CC=CC=1. Product: [I:26][C:11]1[CH:12]=[C:13]2[C:18](=[CH:19][C:10]=1[CH2:9][CH2:8][NH:7][C:6](=[O:20])[O:5][C:1]([CH3:4])([CH3:2])[CH3:3])[NH:17][CH2:16][CH2:15][CH2:14]2. The catalyst class is: 98. (4) Reactant: [NH2:1][C:2]1[CH:3]=[C:4]([CH:7]=[C:8]([CH3:11])[C:9]=1[NH2:10])[C:5]#[N:6].[I:12][C:13]1[CH:18]=[CH:17][N:16]=[C:15]([O:19][CH3:20])[C:14]=1[CH:21]=O.II. Product: [I:12][C:13]1[CH:18]=[CH:17][N:16]=[C:15]([O:19][CH3:20])[C:14]=1[C:21]1[NH:1][C:2]2[CH:3]=[C:4]([C:5]#[N:6])[CH:7]=[C:8]([CH3:11])[C:9]=2[N:10]=1. The catalyst class is: 5. (5) Reactant: [NH2:1][C:2]1[C:7]([C:8]([NH:10][C@H:11]([CH3:19])[CH2:12][C:13]2[CH:18]=[CH:17][CH:16]=[CH:15][CH:14]=2)=[O:9])=[C:6]([C:20]([F:23])([F:22])[F:21])[N:5]=[CH:4][CH:3]=1.[CH:24](=O)[C:25]1[C:26]([O:31][CH3:32])=[CH:27][CH:28]=[CH:29][CH:30]=1. Product: [CH3:32][O:31][C:26]1[CH:27]=[CH:28][CH:29]=[CH:30][C:25]=1[CH:24]1[NH:1][C:2]2[CH:3]=[CH:4][N:5]=[C:6]([C:20]([F:23])([F:21])[F:22])[C:7]=2[C:8](=[O:9])[N:10]1[C@H:11]([CH3:19])[CH2:12][C:13]1[CH:18]=[CH:17][CH:16]=[CH:15][CH:14]=1. The catalyst class is: 626. (6) Reactant: [CH:1]1([NH:7][C:8]2[CH:17]=[C:16]3[C:11]([C:12](=[O:33])[C:13]([CH2:23][NH:24][CH2:25][CH2:26][CH2:27][C:28]([O:30][CH2:31][CH3:32])=[O:29])=[CH:14][N:15]3[CH:18]([CH2:21][CH3:22])[CH2:19][CH3:20])=[CH:10][C:9]=2[F:34])[CH2:6][CH2:5][CH2:4][CH2:3][CH2:2]1.[C:35](OC(=O)C)(=[O:37])[CH3:36]. Product: [C:35]([N:24]([CH2:23][C:13]1[C:12](=[O:33])[C:11]2[C:16](=[CH:17][C:8]([NH:7][CH:1]3[CH2:2][CH2:3][CH2:4][CH2:5][CH2:6]3)=[C:9]([F:34])[CH:10]=2)[N:15]([CH:18]([CH2:19][CH3:20])[CH2:21][CH3:22])[CH:14]=1)[CH2:25][CH2:26][CH2:27][C:28]([O:30][CH2:31][CH3:32])=[O:29])(=[O:37])[CH3:36]. The catalyst class is: 17. (7) Reactant: [S:1](=[O:30])(=[O:29])([O:3][CH2:4][C@H:5]1[CH2:9][C@@H:8]([NH:10][C:11]2[N:16]3[N:17]=[C:18]([C:20]4[CH:25]=[CH:24][CH:23]=[CH:22][N:21]=4)[CH:19]=[C:15]3[N:14]=[C:13](Cl)[CH:12]=2)[C@H:7]([OH:27])[C@@H:6]1[OH:28])[NH2:2]. Product: [S:1](=[O:30])(=[O:29])([O:3][CH2:4][C@H:5]1[CH2:9][C@@H:8]([NH:10][C:11]2[N:16]3[N:17]=[C:18]([C:20]4[CH:25]=[CH:24][CH:23]=[CH:22][N:21]=4)[CH:19]=[C:15]3[N:14]=[CH:13][CH:12]=2)[C@H:7]([OH:27])[C@@H:6]1[OH:28])[NH2:2]. The catalyst class is: 19. (8) Reactant: [C:1]([C:5]1[CH:9]=[C:8]([NH:10][C:11]([NH:13][C:14]2[C:23]3[C:18](=[CH:19][CH:20]=[CH:21][CH:22]=3)[C:17]([O:24][C:25]3[CH:30]=[CH:29][N:28]=[C:27](Cl)[N:26]=3)=[CH:16][CH:15]=2)=[O:12])[N:7]([C:32]2[CH:37]=[CH:36][C:35]([P:38]([CH3:41])([CH3:40])=[O:39])=[CH:34][CH:33]=2)[N:6]=1)([CH3:4])([CH3:3])[CH3:2].Cl.[CH3:43][C:44]1[CH:45]=[C:46]([NH2:53])[CH:47]=[C:48]2[C:52]=1[NH:51][N:50]=[CH:49]2.CN(C=O)C. Product: [C:1]([C:5]1[CH:9]=[C:8]([NH:10][C:11]([NH:13][C:14]2[C:23]3[C:18](=[CH:19][CH:20]=[CH:21][CH:22]=3)[C:17]([O:24][C:25]3[CH:30]=[CH:29][N:28]=[C:27]([NH:53][C:46]4[CH:47]=[C:48]5[C:52](=[C:44]([CH3:43])[CH:45]=4)[NH:51][N:50]=[CH:49]5)[N:26]=3)=[CH:16][CH:15]=2)=[O:12])[N:7]([C:32]2[CH:37]=[CH:36][C:35]([P:38]([CH3:41])([CH3:40])=[O:39])=[CH:34][CH:33]=2)[N:6]=1)([CH3:4])([CH3:3])[CH3:2]. The catalyst class is: 1. (9) Reactant: C[O:2][C:3](=[O:43])[CH2:4][CH2:5][C:6]1[O:10][N:9]=[C:8]([C:11]2[CH:16]=[CH:15][C:14]([S:17]([N:20]3[CH2:25][CH2:24][CH:23]([CH2:26][NH:27][CH2:28][C@@H:29]([OH:42])[C:30]4[CH:35]=[CH:34][C:33]([OH:36])=[C:32]([NH:37][S:38]([CH3:41])(=[O:40])=[O:39])[CH:31]=4)[CH2:22][CH2:21]3)(=[O:19])=[O:18])=[CH:13][CH:12]=2)[N:7]=1.Cl. Product: [OH:42][C@@H:29]([C:30]1[CH:35]=[CH:34][C:33]([OH:36])=[C:32]([NH:37][S:38]([CH3:41])(=[O:39])=[O:40])[CH:31]=1)[CH2:28][NH:27][CH2:26][CH:23]1[CH2:22][CH2:21][N:20]([S:17]([C:14]2[CH:15]=[CH:16][C:11]([C:8]3[N:7]=[C:6]([CH2:5][CH2:4][C:3]([OH:43])=[O:2])[O:10][N:9]=3)=[CH:12][CH:13]=2)(=[O:18])=[O:19])[CH2:25][CH2:24]1. The catalyst class is: 273.